Predict the product of the given reaction. From a dataset of Forward reaction prediction with 1.9M reactions from USPTO patents (1976-2016). Given the reactants [C:1]([O:5][C:6](=[O:19])[CH2:7][C@@:8]1([CH2:15][N+:16]([O-])=O)[CH2:14][C@@H:13]2[C@H:9]1[CH:10]=[CH:11][CH2:12]2)([CH3:4])([CH3:3])[CH3:2].[Cl-].[NH4+].C([N+]([O-])=O)([N+]([O-])=O)[N+]([O-])=O.[CH3:32][C:33]([O:36][C:37](O[C:37]([O:36][C:33]([CH3:35])([CH3:34])[CH3:32])=[O:38])=[O:38])([CH3:35])[CH3:34].C(N(CC)CC)C, predict the reaction product. The product is: [C:1]([O:5][C:6](=[O:19])[CH2:7][C@@:8]1([CH2:15][NH:16][C:37]([O:36][C:33]([CH3:35])([CH3:34])[CH3:32])=[O:38])[CH2:14][C@@H:13]2[C@H:9]1[CH:10]=[CH:11][CH2:12]2)([CH3:4])([CH3:3])[CH3:2].